From a dataset of Peptide-MHC class I binding affinity with 185,985 pairs from IEDB/IMGT. Regression. Given a peptide amino acid sequence and an MHC pseudo amino acid sequence, predict their binding affinity value. This is MHC class I binding data. (1) The peptide sequence is SVGTGILFM. The MHC is HLA-A33:01 with pseudo-sequence HLA-A33:01. The binding affinity (normalized) is 0.0659. (2) The peptide sequence is IDFLIMRNL. The MHC is HLA-B44:02 with pseudo-sequence HLA-B44:02. The binding affinity (normalized) is 0.114. (3) The peptide sequence is NTGIKSTVK. The MHC is HLA-A11:01 with pseudo-sequence HLA-A11:01. The binding affinity (normalized) is 0.542. (4) The peptide sequence is FVHSGFIYF. The MHC is HLA-A02:03 with pseudo-sequence HLA-A02:03. The binding affinity (normalized) is 0.248. (5) The peptide sequence is SEKTHIHIF. The MHC is HLA-A03:01 with pseudo-sequence HLA-A03:01. The binding affinity (normalized) is 0.0847. (6) The peptide sequence is AVYSTFLHR. The MHC is HLA-A03:01 with pseudo-sequence HLA-A03:01. The binding affinity (normalized) is 0.631. (7) The peptide sequence is TQWSLFFFVY. The MHC is HLA-A03:01 with pseudo-sequence HLA-A03:01. The binding affinity (normalized) is 0.277. (8) The peptide sequence is CTEETKRNI. The MHC is HLA-A02:01 with pseudo-sequence HLA-A02:01. The binding affinity (normalized) is 0. (9) The peptide sequence is RILHNFAYSL. The MHC is HLA-A31:01 with pseudo-sequence HLA-A31:01. The binding affinity (normalized) is 0.384.